From a dataset of Peptide-MHC class II binding affinity with 134,281 pairs from IEDB. Regression. Given a peptide amino acid sequence and an MHC pseudo amino acid sequence, predict their binding affinity value. This is MHC class II binding data. The peptide sequence is DYNFVKAINA. The MHC is DRB1_1101 with pseudo-sequence DRB1_1101. The binding affinity (normalized) is 0.